From a dataset of Forward reaction prediction with 1.9M reactions from USPTO patents (1976-2016). Predict the product of the given reaction. Given the reactants Br[C:2]1[S:6][C:5]2[C:7]3[CH:11]=[C:10](Br)[S:9][C:8]=3[C:13]3[CH:17]=[C:16](Br)[S:15][C:14]=3[C:4]=2[CH:3]=1.[CH:19]1[C:31]2[N:30]([C:32]3[CH:37]=[CH:36][C:35](B(O)O)=[CH:34][CH:33]=3)[C:29]3[C:24](=[CH:25][CH:26]=[CH:27][CH:28]=3)[C:23]=2[CH:22]=[CH:21][CH:20]=1.O.P([O-])([O-])([O-])=O.[K+].[K+].[K+].O, predict the reaction product. The product is: [CH:19]1[C:31]2[N:30]([C:32]3[CH:37]=[CH:36][C:35]([C:2]4[S:6][C:5]5[C:7]6[CH:11]=[C:10]([C:35]7[CH:34]=[CH:33][C:32]([N:30]8[C:29]9[CH:28]=[CH:27][CH:26]=[CH:25][C:24]=9[C:23]9[C:31]8=[CH:19][CH:20]=[CH:21][CH:22]=9)=[CH:37][CH:36]=7)[S:9][C:8]=6[C:13]6[CH:17]=[C:16]([C:35]7[CH:36]=[CH:37][C:32]([N:30]8[C:29]9[CH:28]=[CH:27][CH:26]=[CH:25][C:24]=9[C:23]9[C:31]8=[CH:19][CH:20]=[CH:21][CH:22]=9)=[CH:33][CH:34]=7)[S:15][C:14]=6[C:4]=5[CH:3]=4)=[CH:34][CH:33]=3)[C:29]3[C:24](=[CH:25][CH:26]=[CH:27][CH:28]=3)[C:23]=2[CH:22]=[CH:21][CH:20]=1.